Dataset: Forward reaction prediction with 1.9M reactions from USPTO patents (1976-2016). Task: Predict the product of the given reaction. (1) The product is: [Cl-:1].[F:10][C:11]1[CH:16]=[CH:15][C:14]([CH:17]([N:29]2[CH2:30][CH2:31][CH2:32][CH2:33][CH2:34]2)[C:18]([O:20][C@@H:21]2[CH:26]3[CH2:27][CH2:28][N+:23]([CH2:2][C:3](=[O:4])[C:5]4[S:6][CH:7]=[CH:8][CH:9]=4)([CH2:24][CH2:25]3)[CH2:22]2)=[O:19])=[CH:13][CH:12]=1. Given the reactants [Cl:1][CH2:2][C:3]([C:5]1[S:6][CH:7]=[CH:8][CH:9]=1)=[O:4].[F:10][C:11]1[CH:16]=[CH:15][C:14]([CH:17]([N:29]2[CH2:34][CH2:33][CH2:32][CH2:31][CH2:30]2)[C:18]([O:20][C@@H:21]2[CH:26]3[CH2:27][CH2:28][N:23]([CH2:24][CH2:25]3)[CH2:22]2)=[O:19])=[CH:13][CH:12]=1.CCOCC, predict the reaction product. (2) Given the reactants [N:1]1([C:6]2[N:11]=[CH:10][C:9]([CH2:12][CH2:13][OH:14])=[CH:8][CH:7]=2)[CH:5]=[N:4][N:3]=[N:2]1.CC(OI1(OC(C)=O)(OC(C)=O)OC(=O)C2C=CC=CC1=2)=O, predict the reaction product. The product is: [N:1]1([C:6]2[N:11]=[CH:10][C:9]([CH2:12][CH:13]=[O:14])=[CH:8][CH:7]=2)[CH:5]=[N:4][N:3]=[N:2]1. (3) Given the reactants [S:1]([CH2:11][N:12]=[C:13]=[O:14])([C:4]1[CH:10]=[CH:9][C:7]([CH3:8])=[CH:6][CH:5]=1)(=[O:3])=[O:2].[CH:15](=O)[CH2:16][CH3:17].[C-]#N.[Na+].O1CCN=C1, predict the reaction product. The product is: [CH2:16]([CH:17]1[O:14][CH:13]=[N:12][CH:11]1[S:1]([C:4]1[CH:5]=[CH:6][C:7]([CH3:8])=[CH:9][CH:10]=1)(=[O:3])=[O:2])[CH3:15]. (4) Given the reactants [NH2:1][C:2]1[C:3]2[C:10]([C:11]3[CH:16]=[C:15]([O:17][CH2:18][CH:19]4[CH2:23][CH2:22][CH2:21][O:20]4)[CH:14]=[CH:13][C:12]=3[F:24])=[CH:9][N:8]([C@H:25]3[CH2:30][CH2:29][C@H:28]([OH:31])[CH2:27][CH2:26]3)[C:4]=2[N:5]=[CH:6][N:7]=1.[CH3:32][S:33](Cl)(=[O:35])=[O:34].C(N(CC)CC)C, predict the reaction product. The product is: [CH3:32][S:33]([O:31][C@H:28]1[CH2:29][CH2:30][C@H:25]([N:8]2[C:4]3[N:5]=[CH:6][N:7]=[C:2]([NH2:1])[C:3]=3[C:10]([C:11]3[CH:16]=[C:15]([O:17][CH2:18][CH:19]4[CH2:23][CH2:22][CH2:21][O:20]4)[CH:14]=[CH:13][C:12]=3[F:24])=[CH:9]2)[CH2:26][CH2:27]1)(=[O:35])=[O:34]. (5) Given the reactants [CH:1]([O:4][C:5]1[C:14]2[C:9](=[CH:10][CH:11]=[C:12]([CH3:15])[N:13]=2)[N:8]=[CH:7][C:6]=1[C:16]#[N:17])([CH3:3])[CH3:2].[O:18]1CCOCC1, predict the reaction product. The product is: [CH:15]([C:12]1[N:13]=[C:14]2[C:9](=[CH:10][CH:11]=1)[N:8]=[CH:7][C:6]([C:16]#[N:17])=[C:5]2[O:4][CH:1]([CH3:3])[CH3:2])=[O:18]. (6) Given the reactants [Cl:1][C:2]1[CH:19]=[CH:18][C:5]([C:6]2[CH:11]=[C:10]([CH2:12][CH3:13])[C:9]([NH:14]C(=O)C)=[CH:8][CH:7]=2)=[CH:4][CH:3]=1.Cl.[OH-].[K+], predict the reaction product. The product is: [Cl:1][C:2]1[CH:19]=[CH:18][C:5]([C:6]2[CH:11]=[C:10]([CH2:12][CH3:13])[C:9]([NH2:14])=[CH:8][CH:7]=2)=[CH:4][CH:3]=1. (7) Given the reactants C([O:4][C:5](=[O:17])[C:6]1[CH:11]=[CH:10][C:9]([O:12][CH:13]([CH3:15])[CH3:14])=[C:8]([Br:16])[CH:7]=1)(C)C, predict the reaction product. The product is: [Br:16][C:8]1[CH:7]=[C:6]([CH:11]=[CH:10][C:9]=1[O:12][CH:13]([CH3:15])[CH3:14])[C:5]([OH:17])=[O:4].